Dataset: Reaction yield outcomes from USPTO patents with 853,638 reactions. Task: Predict the reaction yield, written as a fraction of the theoretical maximum amount of product (1.0 means a 100% yield; for example, 0.34 means a 34% yield). The reactants are [F:1][C:2]1[CH:42]=[C:41]([NH:43][C:44]([NH:46][C:47]2[CH:51]=[C:50]([CH3:52])[O:49][N:48]=2)=[O:45])[CH:40]=[CH:39][C:3]=1[O:4][C:5]1[CH:10]=[CH:9][N:8]=[C:7]2[CH:11]=[C:12]([C:14]3[CH:38]=[CH:37][C:17]([CH2:18][N:19]([CH2:27][CH2:28][O:29][CH2:30][CH2:31][O:32][CH2:33][CH2:34][O:35][CH3:36])C(=O)OC(C)(C)C)=[CH:16][CH:15]=3)[S:13][C:6]=12.FC(F)(F)C(O)=O. The catalyst is ClCCl. The product is [CH2:18]([C:17]1[CH:37]=[CH:38][C:14]([C:12]2[S:13][C:6]3[C:7](=[N:8][CH:9]=[CH:10][C:5]=3[O:4][C:3]3[CH:39]=[CH:40][C:41]([NH:43][C:44]([NH:46][C:47]4[CH:51]=[C:50]([CH3:52])[O:49][N:48]=4)=[O:45])=[CH:42][C:2]=3[F:1])[CH:11]=2)=[CH:15][CH:16]=1)[NH:19][CH2:27][CH2:28][O:29][CH2:30][CH2:31][O:32][CH2:33][CH2:34][O:35][CH3:36]. The yield is 0.520.